Dataset: Reaction yield outcomes from USPTO patents with 853,638 reactions. Task: Predict the reaction yield, written as a fraction of the theoretical maximum amount of product (1.0 means a 100% yield; for example, 0.34 means a 34% yield). (1) The reactants are [Cl:1][C:2]1[CH:10]=[C:9]2[C:5]([CH:6]=[CH:7][NH:8]2)=[CH:4][CH:3]=1.[F:11][C:12]([F:23])([F:22])[C:13](O[C:13](=[O:14])[C:12]([F:23])([F:22])[F:11])=[O:14].O. The catalyst is O1CCCC1. The product is [Cl:1][C:2]1[CH:10]=[C:9]2[C:5]([C:6]([C:13](=[O:14])[C:12]([F:23])([F:22])[F:11])=[CH:7][NH:8]2)=[CH:4][CH:3]=1. The yield is 0.930. (2) The reactants are [NH2:1][C:2]([C:4]1[CH:29]=[CH:28][C:7]([O:8][CH2:9][CH2:10][CH2:11][O:12][C:13]2[CH:14]=[C:15]3[C:19](=[CH:20][CH:21]=2)[C@H:18]([CH2:22][C:23]([O:25][CH2:26][CH3:27])=[O:24])[CH2:17][CH2:16]3)=[C:6]([O:30][CH3:31])[CH:5]=1)=[S:3].Cl[CH:33]([C:38](C)=O)[C:34]([O:36][CH3:37])=[O:35]. The catalyst is CCO. The product is [CH2:26]([O:25][C:23](=[O:24])[CH2:22][C@H:18]1[C:19]2[C:15](=[CH:14][C:13]([O:12][CH2:11][CH2:10][CH2:9][O:8][C:7]3[CH:28]=[CH:29][C:4]([C:2]4[S:3][C:33]([C:34]([O:36][CH3:37])=[O:35])=[CH:38][N:1]=4)=[CH:5][C:6]=3[O:30][CH3:31])=[CH:21][CH:20]=2)[CH2:16][CH2:17]1)[CH3:27]. The yield is 0.480. (3) The reactants are [CH2:1]([N:3]1[C:7]([C:8]2[CH:9]=[C:10]([C:14]([O:16][CH3:17])=[O:15])[O:11][C:12]=2[CH3:13])=[CH:6][CH:5]=[N:4]1)[CH3:2].C1C(=O)N([Cl:25])C(=O)C1. The catalyst is C1COCC1. The product is [Cl:25][C:6]1[CH:5]=[N:4][N:3]([CH2:1][CH3:2])[C:7]=1[C:8]1[CH:9]=[C:10]([C:14]([O:16][CH3:17])=[O:15])[O:11][C:12]=1[CH3:13]. The yield is 0.890. (4) The reactants are N[C:2]1[CH:7]=[C:6]([O:8][C:9]([F:12])([F:11])[F:10])[CH:5]=[CH:4][C:3]=1[S:13]([NH:16][C:17]1[CH:18]=[CH:19][CH:20]=[C:21]2[C:26]=1[N:25]=[CH:24][CH:23]=[CH:22]2)(=[O:15])=[O:14].N(OC(C)(C)C)=O.CC(O)=O. The catalyst is C1COCC1. The product is [F:11][C:9]([F:12])([F:10])[O:8][C:6]1[CH:7]=[C:2]2[C:3]([S:13](=[O:14])(=[O:15])[NH:16][C:17]3[C:18]2=[CH:19][CH:20]=[C:21]2[C:26]=3[N:25]=[CH:24][CH:23]=[CH:22]2)=[CH:4][CH:5]=1. The yield is 0.0800.